This data is from Full USPTO retrosynthesis dataset with 1.9M reactions from patents (1976-2016). The task is: Predict the reactants needed to synthesize the given product. (1) Given the product [CH3:1][O:2][C:3](=[O:17])[CH2:4][CH2:5][C:6]1[C:14]2[C:9](=[CH:10][CH:11]=[C:12]([O:15][CH3:16])[CH:13]=2)[N:8]([S:28]([C:25]2[CH:24]=[CH:23][C:22]([O:21][CH3:20])=[CH:27][CH:26]=2)(=[O:30])=[O:29])[CH:7]=1, predict the reactants needed to synthesize it. The reactants are: [CH3:1][O:2][C:3](=[O:17])[CH2:4][CH2:5][C:6]1[C:14]2[C:9](=[CH:10][CH:11]=[C:12]([O:15][CH3:16])[CH:13]=2)[NH:8][CH:7]=1.[H-].[Na+].[CH3:20][O:21][C:22]1[CH:27]=[CH:26][C:25]([S:28](Cl)(=[O:30])=[O:29])=[CH:24][CH:23]=1. (2) The reactants are: [CH3:1][O:2][C:3](=[O:12])[C:4]1[CH:9]=[CH:8][C:7]([CH:10]=[CH2:11])=[CH:6][CH:5]=1.B1C2CCCC1CCC2.[O:22]1CCCC1. Given the product [CH3:1][O:2][C:3](=[O:12])[C:4]1[CH:9]=[CH:8][C:7]([CH2:10][CH2:11][OH:22])=[CH:6][CH:5]=1, predict the reactants needed to synthesize it. (3) Given the product [F:31][C:28]([F:29])([F:30])[C:26]1[N:25]=[CH:24][N:23]=[C:22]([NH:21][C:19](=[O:20])[NH:18][C:15]2[CH:16]=[CH:17][C:12]([O:11][C:9]3[CH:8]=[CH:7][N:6]=[C:5]([CH3:3])[CH:10]=3)=[CH:13][CH:14]=2)[CH:27]=1, predict the reactants needed to synthesize it. The reactants are: CN[C:3]([C:5]1[CH:10]=[C:9]([O:11][C:12]2[CH:17]=[CH:16][C:15]([NH:18][C:19]([NH:21][C:22]3[CH:27]=[C:26]([C:28]([F:31])([F:30])[F:29])[N:25]=[CH:24][N:23]=3)=[O:20])=[C:14](F)[CH:13]=2)[CH:8]=[CH:7][N:6]=1)=O.CNC(C1C(OC2C=CC(N)=C(F)C=2)=CC=CN=1)=O.CC1C=C(OC2C=CC(N)=CC=2)C=CN=1. (4) Given the product [O:25]1[CH2:26][CH2:27][N:22]([C:4]2[C:5]3[O:10][C:9]([CH2:11][N:12]4[CH2:17][CH2:16][N:15]([S:18]([CH3:21])(=[O:20])=[O:19])[CH2:14][CH2:13]4)=[CH:8][C:6]=3[N:7]=[C:2]([C:36]3[CH:37]=[CH:38][C:39]([NH2:42])=[N:40][CH:41]=3)[N:3]=2)[CH2:23][CH2:24]1, predict the reactants needed to synthesize it. The reactants are: Cl[C:2]1[N:3]=[C:4]([N:22]2[CH2:27][CH2:26][O:25][CH2:24][CH2:23]2)[C:5]2[O:10][C:9]([CH2:11][N:12]3[CH2:17][CH2:16][N:15]([S:18]([CH3:21])(=[O:20])=[O:19])[CH2:14][CH2:13]3)=[CH:8][C:6]=2[N:7]=1.CC1(C)C(C)(C)OB([C:36]2[CH:37]=[CH:38][C:39]([NH2:42])=[N:40][CH:41]=2)O1. (5) Given the product [N:27]1([O:28][C:2]2[N:7]=[C:6]([NH:8][CH2:9][C:10]3[CH:11]=[N:12][N:13]([CH3:15])[CH:14]=3)[C:5]([C:16]([NH2:33])=[O:18])=[CH:4][N:3]=2)[C:22]2[CH:21]=[CH:20][CH:19]=[CH:24][C:23]=2[N:25]=[N:26]1, predict the reactants needed to synthesize it. The reactants are: Cl[C:2]1[N:7]=[C:6]([NH:8][CH2:9][C:10]2[CH:11]=[N:12][N:13]([CH3:15])[CH:14]=2)[C:5]([C:16]([OH:18])=O)=[CH:4][N:3]=1.[CH:19]1[CH:20]=[CH:21][C:22]2[N:27]([OH:28])[N:26]=[N:25][C:23]=2[CH:24]=1.C(Cl)CCl.[NH3:33].